Task: Predict the reactants needed to synthesize the given product.. Dataset: Full USPTO retrosynthesis dataset with 1.9M reactions from patents (1976-2016) (1) Given the product [Cl:1][C:2]1[CH:7]=[C:6]([Cl:8])[CH:5]=[CH:4][C:3]=1[C:9]1[N:10]=[C:11]([CH2:31][CH3:32])[C:12]([NH:17][C@H:18]2[C@@H:22]([O:23][CH2:24][CH3:25])[CH2:21][N:20]([C:26]3[N:35]=[CH:34][CH:28]=[CH:29][N:30]=3)[CH2:19]2)=[N:13][C:14]=1[CH2:15][CH3:16], predict the reactants needed to synthesize it. The reactants are: [Cl:1][C:2]1[CH:7]=[C:6]([Cl:8])[CH:5]=[CH:4][C:3]=1[C:9]1[N:10]=[C:11]([CH2:31][CH3:32])[C:12]([NH:17][C@H:18]2[C@@H:22]([O:23][CH2:24][CH3:25])[CH2:21][N:20]([C:26]3S[CH:28]=[CH:29][N:30]=3)[CH2:19]2)=[N:13][C:14]=1[CH2:15][CH3:16].Br[C:34]1N=CC=C[N:35]=1. (2) Given the product [C:33]([NH:1][C:2]1[CH:12]=[CH:11][C:10]([C:13]2[CH2:17][CH2:16][CH2:15][C:14]=2[C:18]2[CH:23]=[C:22]([Cl:24])[CH:21]=[CH:20][C:19]=2[O:25][CH2:26][C:27]2[CH:28]=[CH:29][CH:30]=[CH:31][CH:32]=2)=[CH:9][C:3]=1[C:4]([O:6][CH2:7][CH3:8])=[O:5])(=[O:35])[CH3:34], predict the reactants needed to synthesize it. The reactants are: [NH2:1][C:2]1[CH:12]=[CH:11][C:10]([C:13]2[CH2:17][CH2:16][CH2:15][C:14]=2[C:18]2[CH:23]=[C:22]([Cl:24])[CH:21]=[CH:20][C:19]=2[O:25][CH2:26][C:27]2[CH:32]=[CH:31][CH:30]=[CH:29][CH:28]=2)=[CH:9][C:3]=1[C:4]([O:6][CH2:7][CH3:8])=[O:5].[C:33](Cl)(=[O:35])[CH3:34].C(N(CC)CC)C. (3) Given the product [Cl:1][C:2]1[CH:28]=[CH:27][C:5]([CH2:6][N:7]2[C:15]3[C:10](=[CH:11][CH:12]=[CH:13][CH:14]=3)[CH:9]=[C:8]2[C:16]([N:18]2[CH2:23][CH2:22][CH:21]([C:24]([NH:63][CH2:62][CH:54]3[C:45]4[C:46](=[CH:47][CH:42]=[CH:43][CH:44]=4)[CH2:61][CH2:53]3)=[O:25])[CH2:20][CH2:19]2)=[O:17])=[CH:4][CH:3]=1, predict the reactants needed to synthesize it. The reactants are: [Cl:1][C:2]1[CH:28]=[CH:27][C:5]([CH2:6][N:7]2[C:15]3[C:10](=[CH:11][CH:12]=[CH:13][CH:14]=3)[CH:9]=[C:8]2[C:16]([N:18]2[CH2:23][CH2:22][CH:21]([C:24](O)=[O:25])[CH2:20][CH2:19]2)=[O:17])=[CH:4][CH:3]=1.CCN(C(C)C)C(C)C.C(Cl)CCl.[CH:42]1[CH:43]=[CH:44][C:45]2N(O)N=N[C:46]=2[CH:47]=1.Cl.[CH2:53]1[C:61]2C(=CC=CC=2)C[CH:54]1[CH2:62][NH2:63]. (4) Given the product [N:1]1([CH2:6][CH2:7][CH2:8][O:9][C:10]2[CH:15]=[CH:14][C:13]([C:16]3([C:22]4[S:24][CH:25]=[CH:26][N:23]=4)[CH2:21][CH2:20][O:19][CH2:18][CH2:17]3)=[CH:12][CH:11]=2)[CH2:5][CH2:4][CH2:3][CH2:2]1, predict the reactants needed to synthesize it. The reactants are: [N:1]1([CH2:6][CH2:7][CH2:8][O:9][C:10]2[CH:15]=[CH:14][C:13]([C:16]3([C:22](=[S:24])[NH2:23])[CH2:21][CH2:20][O:19][CH2:18][CH2:17]3)=[CH:12][CH:11]=2)[CH2:5][CH2:4][CH2:3][CH2:2]1.[CH2:25](OC(OCC)CBr)[CH3:26]. (5) Given the product [CH2:1]([O:3][P:4]([CH2:9]/[CH:10]=[CH:11]/[C:12]1[CH:17]=[CH:16][CH:15]=[C:14]([F:22])[CH:13]=1)([O:6][CH2:7][CH3:8])=[O:5])[CH3:2], predict the reactants needed to synthesize it. The reactants are: [CH2:1]([O:3][P:4]([CH2:9]/[CH:10]=[CH:11]/[C:12]1[CH:13]=[C:14](NC(=O)C)[CH:15]=[CH:16][CH:17]=1)([O:6][CH2:7][CH3:8])=[O:5])[CH3:2].[F:22]C1C=C(I)C=CC=1.